From a dataset of Forward reaction prediction with 1.9M reactions from USPTO patents (1976-2016). Predict the product of the given reaction. (1) Given the reactants [OH:1][C:2]1[CH:3]=[C:4]([C:8]2[CH:13]=[CH:12][CH:11]=[CH:10][N:9]=2)[CH:5]=[CH:6][CH:7]=1.[Si:14](Cl)([C:17]([CH3:20])([CH3:19])[CH3:18])([CH3:16])[CH3:15], predict the reaction product. The product is: [Si:14]([O:1][C:2]1[CH:3]=[C:4]([C:8]2[CH:13]=[CH:12][CH:11]=[CH:10][N:9]=2)[CH:5]=[CH:6][CH:7]=1)([C:17]([CH3:20])([CH3:19])[CH3:18])([CH3:16])[CH3:15]. (2) Given the reactants [NH2:1][C:2]1[S:3][C:4]2[N:5]=[C:6]([N:11]([CH3:32])[C:12]3[CH:13]=[C:14]([NH:18][C:19](=[O:31])[C:20]4[CH:25]=[CH:24][CH:23]=[C:22]([C:26]([C:29]#[N:30])([CH3:28])[CH3:27])[CH:21]=4)[CH:15]=[CH:16][CH:17]=3)[N:7]=[CH:8][C:9]=2[N:10]=1.[CH:33]1([C:36](Cl)=[O:37])[CH2:35][CH2:34]1.C(=O)([O-])O.[Na+], predict the reaction product. The product is: [C:29]([C:26]([C:22]1[CH:21]=[C:20]([CH:25]=[CH:24][CH:23]=1)[C:19]([NH:18][C:14]1[CH:15]=[CH:16][CH:17]=[C:12]([N:11]([C:6]2[N:7]=[CH:8][C:9]3[N:10]=[C:2]([NH:1][C:36]([CH:33]4[CH2:35][CH2:34]4)=[O:37])[S:3][C:4]=3[N:5]=2)[CH3:32])[CH:13]=1)=[O:31])([CH3:27])[CH3:28])#[N:30].